This data is from Forward reaction prediction with 1.9M reactions from USPTO patents (1976-2016). The task is: Predict the product of the given reaction. (1) Given the reactants [CH3:1][C:2]([CH:17]1[CH2:22][CH2:21][CH2:20][N:19]([C:23]([O:25][C:26]([CH3:29])([CH3:28])[CH3:27])=[O:24])[CH2:18]1)([S:4]([C:7]1[CH:12]=[CH:11][CH:10]=[C:9]([C:13]([F:16])([F:15])[F:14])[CH:8]=1)(=[O:6])=[O:5])[CH3:3].CC#N.C(Cl)(Cl)(Cl)Cl.[OH2:38], predict the reaction product. The product is: [CH3:3][C:2]([CH:17]1[CH2:18][N:19]([C:23]([O:25][C:26]([CH3:29])([CH3:28])[CH3:27])=[O:24])[C:20](=[O:38])[CH2:21][CH2:22]1)([S:4]([C:7]1[CH:12]=[CH:11][CH:10]=[C:9]([C:13]([F:15])([F:16])[F:14])[CH:8]=1)(=[O:5])=[O:6])[CH3:1]. (2) Given the reactants C[N:2](C)/[CH:3]=[CH:4]/[C:5](=[C:19]([C:22]#[N:23])[C:20]#[N:21])[C:6]1[CH:15]=[CH:14][C:13]2[C:8](=[CH:9][CH:10]=[C:11]([N:16]([CH3:18])[CH3:17])[CH:12]=2)[CH:7]=1.[Cl-].[OH:26][NH3+], predict the reaction product. The product is: [NH2:21][C:20]1[N+:2]([O-:26])=[CH:3][CH:4]=[C:5]([C:6]2[CH:7]=[CH:8][C:9]3[C:14](=[CH:13][CH:12]=[C:11]([N:16]([CH3:17])[CH3:18])[CH:10]=3)[CH:15]=2)[C:19]=1[C:22]#[N:23].